Binary Classification. Given a drug SMILES string, predict its activity (active/inactive) in a high-throughput screening assay against a specified biological target. From a dataset of M1 muscarinic receptor antagonist screen with 61,756 compounds. (1) The result is 0 (inactive). The drug is Clc1cc(c2oc(c(n2)CN2CCC(CC2)C(=O)NCCN(CC)c2ccccc2)C)ccc1. (2) The molecule is o1c(C(=O)Nc2cc3c(nc2)cccc3)ccc1. The result is 0 (inactive). (3) The compound is O=C(Nc1c(n(n(c1=O)c1ccccc1)C)C)C(N1C(=O)c2c(C1=O)cccc2)C. The result is 0 (inactive). (4) The compound is O=C1NC(=O)NC(=O)C1(Cc1ccccc1)CC(OC)=O. The result is 0 (inactive). (5) The compound is s1c2nc(CN3CCN(CC3)c3ccc(F)cc3)cc(=O)n2cc1. The result is 0 (inactive). (6) The molecule is o1c2c(cc(c1=O)C(O)=O)cccc2. The result is 0 (inactive).